Dataset: Tyrosyl-DNA phosphodiesterase HTS with 341,365 compounds. Task: Binary Classification. Given a drug SMILES string, predict its activity (active/inactive) in a high-throughput screening assay against a specified biological target. (1) The compound is S(=O)(=O)(N1CCC(CC1)C(=O)N(Cc1c(OC)c(OC)ccc1)C)c1sccc1. The result is 0 (inactive). (2) The compound is S(CC(=O)NC1CCCCC1)c1n(c(nn1)c1ccc(N)cc1)C. The result is 0 (inactive).